This data is from Reaction yield outcomes from USPTO patents with 853,638 reactions. The task is: Predict the reaction yield, written as a fraction of the theoretical maximum amount of product (1.0 means a 100% yield; for example, 0.34 means a 34% yield). The reactants are [CH3:1][O:2][CH2:3][C@H:4]([CH3:31])[O:5][C:6]1[CH:7]=[C:8]([C:23]2[NH:27][C:26]([C:28](O)=[O:29])=[CH:25][CH:24]=2)[CH:9]=[C:10]([O:12][C:13]2[CH:18]=[CH:17][C:16]([S:19]([CH3:22])(=[O:21])=[O:20])=[CH:15][CH:14]=2)[CH:11]=1.Cl.[CH3:33][O:34][C:35](=[O:38])[CH2:36][NH2:37].CCN=C=NCCCN(C)C.Cl.Cl. The catalyst is ClCCl.CN(C)C1C=CN=CC=1. The product is [CH3:1][O:2][CH2:3][C@H:4]([CH3:31])[O:5][C:6]1[CH:7]=[C:8]([C:23]2[NH:27][C:26]([C:28]([NH:37][CH2:36][C:35]([O:34][CH3:33])=[O:38])=[O:29])=[CH:25][CH:24]=2)[CH:9]=[C:10]([O:12][C:13]2[CH:18]=[CH:17][C:16]([S:19]([CH3:22])(=[O:21])=[O:20])=[CH:15][CH:14]=2)[CH:11]=1. The yield is 0.850.